This data is from Forward reaction prediction with 1.9M reactions from USPTO patents (1976-2016). The task is: Predict the product of the given reaction. (1) Given the reactants [CH2:1]([C:4]1[CH:10]=[CH:9][C:7]([NH2:8])=[CH:6][CH:5]=1)[CH2:2][CH3:3].[C:11]([C:13]1[CH:22]=[CH:21][C:16]([C:17](=O)[CH2:18]Br)=[CH:15][CH:14]=1)#[N:12].[CH:23]([NH2:25])=O, predict the reaction product. The product is: [CH2:1]([C:4]1[CH:10]=[CH:9][C:7]([N:8]2[CH:18]=[C:17]([C:16]3[CH:21]=[CH:22][C:13]([C:11]#[N:12])=[CH:14][CH:15]=3)[N:25]=[CH:23]2)=[CH:6][CH:5]=1)[CH2:2][CH3:3]. (2) Given the reactants [NH2:1][C:2]1[N:7]=[CH:6][C:5]([C@@H:8]2[CH2:12][N:11]([C:13]([O:15][C:16]([CH3:19])([CH3:18])[CH3:17])=[O:14])[C@H:10]([CH2:20][OH:21])[CH2:9]2)=[CH:4][CH:3]=1.C1C(=O)N([Br:29])C(=O)C1.C([O-])(O)=O.[Na+].[O-]S([O-])(=S)=O.[Na+].[Na+], predict the reaction product. The product is: [NH2:1][C:2]1[N:7]=[CH:6][C:5]([C@@H:8]2[CH2:12][N:11]([C:13]([O:15][C:16]([CH3:17])([CH3:18])[CH3:19])=[O:14])[C@H:10]([CH2:20][OH:21])[CH2:9]2)=[CH:4][C:3]=1[Br:29].